This data is from Reaction yield outcomes from USPTO patents with 853,638 reactions. The task is: Predict the reaction yield, written as a fraction of the theoretical maximum amount of product (1.0 means a 100% yield; for example, 0.34 means a 34% yield). (1) The reactants are [H-].[Na+].Cl.[C:4]1([C:10]2[N:11]=[C:12]([C:15]3[N:16]=[CH:17][N:18]4[C:23](=[O:24])[N:22]([CH2:25]C#C)[N:21]=[N:20][C:19]=34)[NH:13][CH:14]=2)[CH:9]=[CH:8][CH:7]=[CH:6][CH:5]=1.[H][H].[CH3:30]I. The catalyst is CN(C=O)C. The product is [CH3:25][N:22]1[C:23](=[O:24])[N:18]2[CH:17]=[N:16][C:15]([C:12]3[N:13]([CH3:30])[CH:14]=[C:10]([C:4]4[CH:5]=[CH:6][CH:7]=[CH:8][CH:9]=4)[N:11]=3)=[C:19]2[N:20]=[N:21]1. The yield is 0.230. (2) The reactants are Cl[C:2]1[CH:3]=[CH:4][C:5]2[N:6]=[CH:7][NH:8][C:9](=[O:12])[C:10]=2[N:11]=1.[CH3:13][O:14][C:15]1[CH:20]=[CH:19][C:18](B(O)O)=[CH:17][C:16]=1[CH3:24].C(=O)([O-])[O-].[K+].[K+]. The catalyst is O1CCOCC1.O.C1C=CC([P]([Pd]([P](C2C=CC=CC=2)(C2C=CC=CC=2)C2C=CC=CC=2)([P](C2C=CC=CC=2)(C2C=CC=CC=2)C2C=CC=CC=2)[P](C2C=CC=CC=2)(C2C=CC=CC=2)C2C=CC=CC=2)(C2C=CC=CC=2)C2C=CC=CC=2)=CC=1. The product is [CH3:24][C:16]1[CH:17]=[C:18]([C:2]2[CH:3]=[CH:4][C:5]3[N:6]=[CH:7][NH:8][C:9](=[O:12])[C:10]=3[N:11]=2)[CH:19]=[CH:20][C:15]=1[O:14][CH3:13]. The yield is 0.770. (3) The reactants are [BrH:1].C(O)(=O)C.[Cl:6][C:7]1[C:12]([Cl:13])=[CH:11][CH:10]=[CH:9][C:8]=1[C:14](=O)[CH2:15][S:16][C:17]#[N:18].O. The catalyst is C(O)(=O)C. The product is [Br:1][C:17]1[S:16][CH:15]=[C:14]([C:8]2[CH:9]=[CH:10][CH:11]=[C:12]([Cl:13])[C:7]=2[Cl:6])[N:18]=1. The yield is 0.946. (4) The catalyst is CO. The yield is 0.702. The product is [Cl:1][C:2]1[N:3]=[C:4]([NH:21][CH3:20])[C:5]2[CH2:10][CH2:9][CH:8]([C:11]3[CH:16]=[CH:15][C:14]([F:17])=[CH:13][C:12]=3[F:18])[C:6]=2[N:7]=1. The reactants are [Cl:1][C:2]1[N:3]=[C:4](Cl)[C:5]2[CH2:10][CH2:9][CH:8]([C:11]3[CH:16]=[CH:15][C:14]([F:17])=[CH:13][C:12]=3[F:18])[C:6]=2[N:7]=1.[CH3:20][NH2:21]. (5) The reactants are CO[C:3](=[O:25])[C:4]1[CH:9]=[CH:8][C:7]([O:10][CH2:11][C:12]2[C:13]([C:18]3[CH:23]=[CH:22][CH:21]=[CH:20][C:19]=3[F:24])=[N:14][O:15][C:16]=2[CH3:17])=[N:6][CH:5]=1.[CH:26]([NH2:29])([CH3:28])[CH3:27]. No catalyst specified. The product is [F:24][C:19]1[CH:20]=[CH:21][CH:22]=[CH:23][C:18]=1[C:13]1[C:12]([CH2:11][O:10][C:7]2[CH:8]=[CH:9][C:4]([C:3]([NH:29][CH:26]([CH3:28])[CH3:27])=[O:25])=[CH:5][N:6]=2)=[C:16]([CH3:17])[O:15][N:14]=1. The yield is 0.830.